From a dataset of Peptide-MHC class II binding affinity with 134,281 pairs from IEDB. Regression. Given a peptide amino acid sequence and an MHC pseudo amino acid sequence, predict their binding affinity value. This is MHC class II binding data. The peptide sequence is STRLRMVTGLRNVPSIQSKGL. The MHC is DRB1_0401 with pseudo-sequence DRB1_0401. The binding affinity (normalized) is 0.189.